From a dataset of Full USPTO retrosynthesis dataset with 1.9M reactions from patents (1976-2016). Predict the reactants needed to synthesize the given product. (1) Given the product [Cl:14][C:5]1[C:6]2[C:11](=[CH:10][C:9]([O:12][CH3:13])=[CH:8][CH:7]=2)[C:2]([OH:21])=[CH:3][N:4]=1, predict the reactants needed to synthesize it. The reactants are: Br[C:2]1[C:11]2[C:6](=[CH:7][CH:8]=[C:9]([O:12][CH3:13])[CH:10]=2)[C:5]([Cl:14])=[N:4][CH:3]=1.C([Li])CCC.B(OC(C)C)(OC(C)C)[O:21]C(C)C.OO.[OH-].[Na+].S([O-])([O-])=O.[Na+].[Na+].O.Cl. (2) Given the product [N:1]1([C:22]([O:24][CH2:25][C:26]2[CH:31]=[CH:30][CH:29]=[CH:28][CH:27]=2)=[O:23])[CH2:4][CH2:3][CH:2]1[C:5]([O:7][CH2:8][C:9]1[CH:14]=[CH:13][CH:12]=[CH:11][CH:10]=1)=[O:6], predict the reactants needed to synthesize it. The reactants are: [NH:1]1[CH2:4][CH2:3][CH:2]1[C:5]([O:7][CH2:8][C:9]1[CH:14]=[CH:13][CH:12]=[CH:11][CH:10]=1)=[O:6].C(=O)([O-])[O-].[K+].[K+].Cl[C:22]([O:24][CH2:25][C:26]1[CH:31]=[CH:30][CH:29]=[CH:28][CH:27]=1)=[O:23]. (3) Given the product [F:16][C:17]1[CH:18]=[CH:19][C:20]([N:23]([CH:27]([CH3:29])[CH3:28])[C:24]([N:4]2[C:3](=[O:8])[N:2]([CH3:1])[C:6](=[O:7])[O:5]2)=[O:25])=[CH:21][CH:22]=1, predict the reactants needed to synthesize it. The reactants are: [CH3:1][N:2]1[C:6](=[O:7])[O:5][N:4]=[C:3]1[O:8]CC1C=CC=CC=1.[F:16][C:17]1[CH:22]=[CH:21][C:20]([N:23]([CH:27]([CH3:29])[CH3:28])[C:24](Cl)=[O:25])=[CH:19][CH:18]=1.